From a dataset of Reaction yield outcomes from USPTO patents with 853,638 reactions. Predict the reaction yield, written as a fraction of the theoretical maximum amount of product (1.0 means a 100% yield; for example, 0.34 means a 34% yield). (1) The reactants are Br[C:2]1[CH:3]=[C:4]([CH3:14])[C:5]2[NH:9][C:8]([CH2:10][CH2:11][CH3:12])=[N:7][C:6]=2[CH:13]=1.C([Sn](CCCC)(CCCC)[C:20]1[O:21][CH:22]=[CH:23][CH:24]=1)CCC.O. The catalyst is C1(C)C=CC=CC=1.C1C=CC([P]([Pd]([P](C2C=CC=CC=2)(C2C=CC=CC=2)C2C=CC=CC=2)([P](C2C=CC=CC=2)(C2C=CC=CC=2)C2C=CC=CC=2)[P](C2C=CC=CC=2)(C2C=CC=CC=2)C2C=CC=CC=2)(C2C=CC=CC=2)C2C=CC=CC=2)=CC=1. The product is [O:21]1[CH:22]=[CH:23][CH:24]=[C:20]1[C:2]1[CH:3]=[C:4]([CH3:14])[C:5]2[NH:9][C:8]([CH2:10][CH2:11][CH3:12])=[N:7][C:6]=2[CH:13]=1. The yield is 0.300. (2) The catalyst is Cl.O. The yield is 0.570. The reactants are [I:1][C:2]1[CH:3]=[C:4]([NH2:9])[CH:5]=[CH:6][C:7]=1[CH3:8].[N:10]([O-])=O.[Na+].O.O.[Sn](Cl)Cl.[OH-].[Na+]. The product is [I:1][C:2]1[CH:3]=[C:4]([NH:9][NH2:10])[CH:5]=[CH:6][C:7]=1[CH3:8]. (3) The reactants are Br[CH2:2][C:3]([OH:5])=O.CCN=C=NCCCN(C)C.[ClH:17].[NH2:18][C:19]1[CH:20]=[C:21]([C:26]2[N:27]([CH2:39][CH3:40])[C:28]3[C:33]([C:34]=2[C:35]#[N:36])=[CH:32][CH:31]=[C:30]([O:37][CH3:38])[CH:29]=3)[CH:22]=[CH:23][C:24]=1[OH:25]. The catalyst is C(#N)C. The product is [Cl:17][CH2:2][C:3]([NH:18][C:19]1[CH:20]=[C:21]([C:26]2[N:27]([CH2:39][CH3:40])[C:28]3[C:33]([C:34]=2[C:35]#[N:36])=[CH:32][CH:31]=[C:30]([O:37][CH3:38])[CH:29]=3)[CH:22]=[CH:23][C:24]=1[OH:25])=[O:5]. The yield is 0.600. (4) The reactants are CC(C)([O-])C.[K+].C1COCC1.[NH2:12][C:13](=[O:48])[CH:14]([N:21]1[CH2:29][C:28]2[C:23](=[CH:24][CH:25]=[CH:26][C:27]=2[O:30][CH2:31][C:32]2[CH:37]=[CH:36][C:35]([O:38][CH2:39][CH2:40][N:41]3[CH2:46][CH2:45][O:44][CH2:43][CH2:42]3)=[CH:34][CH:33]=2)[C:22]1=[O:47])[CH2:15][CH2:16][C:17]([O:19]C)=O. The catalyst is C1COCC1.CO.C(Cl)Cl. The product is [O:44]1[CH2:43][CH2:42][N:41]([CH2:40][CH2:39][O:38][C:35]2[CH:34]=[CH:33][C:32]([CH2:31][O:30][C:27]3[CH:26]=[CH:25][CH:24]=[C:23]4[C:28]=3[CH2:29][N:21]([CH:14]3[CH2:15][CH2:16][C:17](=[O:19])[NH:12][C:13]3=[O:48])[C:22]4=[O:47])=[CH:37][CH:36]=2)[CH2:46][CH2:45]1. The yield is 0.160.